From a dataset of Forward reaction prediction with 1.9M reactions from USPTO patents (1976-2016). Predict the product of the given reaction. (1) Given the reactants C1C=C[NH+]=CC=1.[O-][Cr](Cl)(=O)=O.[F:12][CH:13]([F:25])[O:14][C:15]1[CH:16]=[C:17]([CH2:21][CH2:22][CH2:23][OH:24])[CH:18]=[CH:19][CH:20]=1, predict the reaction product. The product is: [F:12][CH:13]([F:25])[O:14][C:15]1[CH:16]=[C:17]([CH2:21][CH2:22][CH:23]=[O:24])[CH:18]=[CH:19][CH:20]=1. (2) Given the reactants [NH:1]1[C:5]2[CH:6]=[CH:7][CH:8]=[CH:9][C:4]=2[N:3]=[C:2]1[C:10]([C:12]1[CH:17]=[CH:16][C:15]([OH:18])=[CH:14][CH:13]=1)=[O:11].C(=O)([O-])[O-].[Cs+].[Cs+].Cl[C:26]1[C:31]([CH:32]2[CH2:36][CH2:35][CH2:34][CH2:33]2)=[N:30][CH:29]=[CH:28][N:27]=1, predict the reaction product. The product is: [NH:1]1[C:5]2[CH:6]=[CH:7][CH:8]=[CH:9][C:4]=2[N:3]=[C:2]1[C:10]([C:12]1[CH:17]=[CH:16][C:15]([O:18][C:26]2[C:31]([CH:32]3[CH2:36][CH2:35][CH2:34][CH2:33]3)=[N:30][CH:29]=[CH:28][N:27]=2)=[CH:14][CH:13]=1)=[O:11].